From a dataset of Reaction yield outcomes from USPTO patents with 853,638 reactions. Predict the reaction yield, written as a fraction of the theoretical maximum amount of product (1.0 means a 100% yield; for example, 0.34 means a 34% yield). (1) The reactants are Cl.[C:2]1([N:8]([CH2:32][CH2:33][C:34]([O:36][CH2:37][CH3:38])=[O:35])[C:9]([C:11]2[CH:31]=[CH:30][C:14]3[N:15]([CH3:29])[C:16]([CH2:18][NH:19][C:20]4[CH:25]=[CH:24][C:23]([C:26](=[NH:28])[NH2:27])=[CH:22][CH:21]=4)=[N:17][C:13]=3[CH:12]=2)=[O:10])[CH:7]=[CH:6][CH:5]=[CH:4][CH:3]=1.Cl[C:40]([O:42][CH2:43][CH2:44][CH2:45][CH2:46][CH2:47][CH2:48][CH2:49][CH3:50])=[O:41]. The catalyst is ClCCl.C(O)C. The product is [C:2]1([N:8]([CH2:32][CH2:33][C:34]([O:36][CH2:37][CH3:38])=[O:35])[C:9]([C:11]2[CH:31]=[CH:30][C:14]3[N:15]([CH3:29])[C:16]([CH2:18][NH:19][C:20]4[CH:25]=[CH:24][C:23]([C:26](=[NH:27])[NH:28][C:40]([O:42][CH2:43][CH2:44][CH2:45][CH2:46][CH2:47][CH2:48][CH2:49][CH3:50])=[O:41])=[CH:22][CH:21]=4)=[N:17][C:13]=3[CH:12]=2)=[O:10])[CH:3]=[CH:4][CH:5]=[CH:6][CH:7]=1. The yield is 0.340. (2) The reactants are [NH:1]([C:13]([O:15][C:16]([CH3:19])([CH3:18])[CH3:17])=[O:14])[C@@H:2]([C:10]([OH:12])=[O:11])[CH2:3][C:4]1[CH:9]=[N:8][CH:7]=[CH:6][CH:5]=1.[CH2:20]([Br:27])[C:21]1[CH:26]=[CH:25][CH:24]=[CH:23][CH:22]=1. The catalyst is C(#N)C. The product is [NH:1]([C:13]([O:15][C:16]([CH3:19])([CH3:18])[CH3:17])=[O:14])[C@@H:2]([C:10]([OH:12])=[O:11])[CH2:3][C:4]1[CH:5]=[CH:6][CH2:7][N:8]([CH2:20][C:21]2[CH:26]=[CH:25][CH:24]=[CH:23][CH:22]=2)[CH:9]=1.[BrH:27]. The yield is 0.850. (3) The reactants are [F:1][C:2]1[CH:7]=[CH:6][CH:5]=[C:4]([F:8])[C:3]=1[NH:9][C:10](=[O:47])[C:11]1[CH:16]=[CH:15][CH:14]=[C:13]([C:17]2[N:18]=[C:19]3[CH:24]=[CH:23][CH:22]=[CH:21][N:20]3[C:25]=2[C:26]2[CH:31]=[CH:30][N:29]=[C:28]([NH:32][C:33]3[CH:38]=[CH:37][C:36]([O:39][CH:40]4[CH2:45][CH2:44][NH:43][CH2:42][CH2:41]4)=[CH:35][C:34]=3[CH3:46])[N:27]=2)[CH:12]=1.[C:48](O)(=O)C.C=O.C(O[BH-](OC(=O)C)OC(=O)C)(=O)C.[Na+]. The catalyst is C(Cl)Cl.CO. The product is [F:1][C:2]1[CH:7]=[CH:6][CH:5]=[C:4]([F:8])[C:3]=1[NH:9][C:10](=[O:47])[C:11]1[CH:16]=[CH:15][CH:14]=[C:13]([C:17]2[N:18]=[C:19]3[CH:24]=[CH:23][CH:22]=[CH:21][N:20]3[C:25]=2[C:26]2[CH:31]=[CH:30][N:29]=[C:28]([NH:32][C:33]3[CH:38]=[CH:37][C:36]([O:39][CH:40]4[CH2:45][CH2:44][N:43]([CH3:48])[CH2:42][CH2:41]4)=[CH:35][C:34]=3[CH3:46])[N:27]=2)[CH:12]=1. The yield is 0.430. (4) The reactants are O=[O+][O-].[C:4](O)(=O)CCCCC(O)=O.C(O)(=O)[C:15]1[CH:23]=[CH:22][C:18]([C:19]([OH:21])=O)=[CH:17][CH:16]=1. No catalyst specified. The product is [C:19]([C:18]1[CH:17]=[CH:16][CH:15]=[CH:23][CH:22]=1)(=[O:21])[CH3:4]. The yield is 0.750. (5) The reactants are [CH:1]1([CH:7]([OH:42])[CH2:8][N:9]2[C:14](=[O:15])[C:13]([CH2:16][C:17]3[CH:22]=[CH:21][C:20]([C:23]4[CH:28]=[CH:27][CH:26]=[CH:25][C:24]=4[C:29]4[NH:33][C:32](=[O:34])[O:31][N:30]=4)=[CH:19][CH:18]=3)=[C:12]([CH2:35][CH2:36][CH3:37])[N:11]3[N:38]=[C:39]([CH3:41])[N:40]=[C:10]23)[CH2:6][CH2:5][CH2:4][CH2:3][CH2:2]1.CC(OI1(OC(C)=O)(OC(C)=O)OC(=O)C2C=CC=CC1=2)=O.C(=O)([O-])O.[Na+].O.O.O.O.O.S([O-])([O-])(=O)=S.[Na+].[Na+]. The catalyst is C(OCC)(=O)C.C(#N)C. The product is [CH:1]1([C:7](=[O:42])[CH2:8][N:9]2[C:14](=[O:15])[C:13]([CH2:16][C:17]3[CH:18]=[CH:19][C:20]([C:23]4[CH:28]=[CH:27][CH:26]=[CH:25][C:24]=4[C:29]4[NH:33][C:32](=[O:34])[O:31][N:30]=4)=[CH:21][CH:22]=3)=[C:12]([CH2:35][CH2:36][CH3:37])[N:11]3[N:38]=[C:39]([CH3:41])[N:40]=[C:10]23)[CH2:6][CH2:5][CH2:4][CH2:3][CH2:2]1. The yield is 0.870. (6) The reactants are Br[C:2]1[C:9]([O:10][CH3:11])=[C:8]([O:12][CH3:13])[CH:7]=[CH:6][C:3]=1[CH:4]=O.C([O-])([O-])=O.[K+].[K+].[SH:20][CH2:21][C:22]([O:24][CH2:25][CH3:26])=[O:23]. The catalyst is C(NCC)C.CN(C=O)C. The product is [CH3:11][O:10][C:9]1[C:8]([O:12][CH3:13])=[CH:7][C:6]2[S:20][C:21]([C:22]([O:24][CH2:25][CH3:26])=[O:23])=[CH:4][C:3]=2[CH:2]=1. The yield is 0.942.